This data is from Forward reaction prediction with 1.9M reactions from USPTO patents (1976-2016). The task is: Predict the product of the given reaction. (1) Given the reactants [F:1][C:2]([F:43])([F:42])[C:3]1[CH:4]=[C:5]([CH:35]=[C:36]([C:38]([F:41])([F:40])[F:39])[CH:37]=1)[CH2:6][N:7]([CH2:23][C:24]1[CH:29]=[C:28]([C:30]([F:33])([F:32])[F:31])[CH:27]=[CH:26][C:25]=1[OH:34])[C:8]1[N:13]=[CH:12][C:11]([O:14][CH2:15][CH2:16][CH2:17][C:18]([O:20][CH2:21][CH3:22])=[O:19])=[CH:10][N:9]=1.Cl[C:45]1[N:50]=[CH:49][CH:48]=[CH:47][N:46]=1.C(=O)([O-])[O-].[K+].[K+].O, predict the reaction product. The product is: [F:43][C:2]([F:1])([F:42])[C:3]1[CH:4]=[C:5]([CH:35]=[C:36]([C:38]([F:39])([F:40])[F:41])[CH:37]=1)[CH2:6][N:7]([CH2:23][C:24]1[CH:29]=[C:28]([C:30]([F:33])([F:32])[F:31])[CH:27]=[CH:26][C:25]=1[O:34][C:45]1[N:50]=[CH:49][CH:48]=[CH:47][N:46]=1)[C:8]1[N:9]=[CH:10][C:11]([O:14][CH2:15][CH2:16][CH2:17][C:18]([O:20][CH2:21][CH3:22])=[O:19])=[CH:12][N:13]=1. (2) Given the reactants [CH2:1]=[CH:2][C:3]1[CH:8]=[CH:7][CH:6]=[CH:5][CH:4]=1.C(=O)([O-])[O-].[K+].[K+].Br[C:16]1[CH:17]=[C:18]([CH:21]=[C:22]([Br:24])[CH:23]=1)[CH:19]=[O:20], predict the reaction product. The product is: [Br:24][C:22]1[CH:21]=[C:18]([CH:17]=[C:16]([CH:1]=[CH:2][C:3]2[CH:8]=[CH:7][CH:6]=[CH:5][CH:4]=2)[CH:23]=1)[CH:19]=[O:20]. (3) Given the reactants [C:1]([C:3]1[CH:7]=[C:6]([C:8]2[CH:13]=[CH:12][C:11]([CH2:14][NH2:15])=[CH:10][CH:9]=2)[N:5]([C:16]2[CH:21]=[CH:20][C:19]([O:22][CH3:23])=[CH:18][CH:17]=2)[N:4]=1)#[N:2].CC[N:26]([CH2:29]C)CC.[OH2:31].C(Cl)(Cl)Cl, predict the reaction product. The product is: [C:1]([C:3]1[CH:7]=[C:6]([C:8]2[CH:9]=[CH:10][C:11]([CH2:14][NH:15][C:29]([NH2:26])=[O:31])=[CH:12][CH:13]=2)[N:5]([C:16]2[CH:17]=[CH:18][C:19]([O:22][CH3:23])=[CH:20][CH:21]=2)[N:4]=1)#[N:2]. (4) The product is: [ClH:23].[ClH:23].[CH3:1][NH:2][CH2:3][CH2:4][N:5]1[CH2:10][CH2:9][S:8][C:7]2[CH:11]=[CH:12][C:13]([NH:15][C:16]([C:18]3[S:19][CH:20]=[CH:21][CH:22]=3)=[NH:17])=[CH:14][C:6]1=2. Given the reactants [CH3:1][NH:2][CH2:3][CH2:4][N:5]1[CH2:10][CH2:9][S:8][C:7]2[CH:11]=[CH:12][C:13]([NH:15][C:16]([C:18]3[S:19][CH:20]=[CH:21][CH:22]=3)=[NH:17])=[CH:14][C:6]1=2.[ClH:23], predict the reaction product. (5) Given the reactants [CH2:1]([NH:8][C:9](=[O:14])[CH2:10][C:11](=[O:13])[CH3:12])[C:2]1[CH:7]=[CH:6][CH:5]=[CH:4][CH:3]=1.C([O-])([O-])=O.[K+].[K+].Br[CH2:22][CH2:23][CH2:24][CH2:25]Br, predict the reaction product. The product is: [C:11]([C:10]1([C:9]([NH:8][CH2:1][C:2]2[CH:7]=[CH:6][CH:5]=[CH:4][CH:3]=2)=[O:14])[CH2:25][CH2:24][CH2:23][CH2:22]1)(=[O:13])[CH3:12]. (6) Given the reactants [NH2:1][C:2]1[CH:9]=[CH:8][CH:7]=[C:6]([O:10][CH2:11][C@H:12]2[CH2:16][CH2:15][CH2:14][N:13]2[C:17](=[O:21])[CH2:18][CH2:19][CH3:20])[C:3]=1[C:4]#[N:5].[S:22](Cl)(=[O:25])(=[O:24])[NH2:23], predict the reaction product. The product is: [NH2:5][C:4]1[C:3]2[C:6]([O:10][CH2:11][C@H:12]3[CH2:16][CH2:15][CH2:14][N:13]3[C:17](=[O:21])[CH2:18][CH2:19][CH3:20])=[CH:7][CH:8]=[CH:9][C:2]=2[NH:1][S:22](=[O:25])(=[O:24])[N:23]=1. (7) Given the reactants [CH3:1][C:2]1([CH3:26])[CH2:6][C:5]2([CH2:11][CH2:10][CH2:9][N:8]([CH:12]3[CH2:17][CH2:16][N:15](C(OC(C)(C)C)=O)[CH2:14][CH2:13]3)[CH2:7]2)[C:4](=[O:25])[O:3]1.C(OCC)(=O)C.[ClH:33], predict the reaction product. The product is: [ClH:33].[ClH:33].[CH3:1][C:2]1([CH3:26])[CH2:6][C:5]2([CH2:11][CH2:10][CH2:9][N:8]([CH:12]3[CH2:13][CH2:14][NH:15][CH2:16][CH2:17]3)[CH2:7]2)[C:4](=[O:25])[O:3]1.